This data is from Full USPTO retrosynthesis dataset with 1.9M reactions from patents (1976-2016). The task is: Predict the reactants needed to synthesize the given product. (1) Given the product [F:17][C:14]1[CH:15]=[CH:16][C:11]([C:9]2[CH:10]=[C:5]3[N:4]=[CH:3][C:2]([NH2:37])=[CH:7][N:6]3[N:8]=2)=[CH:12][CH:13]=1, predict the reactants needed to synthesize it. The reactants are: Br[C:2]1[CH:3]=[N:4][C:5]2[N:6]([N:8]=[C:9]([C:11]3[CH:16]=[CH:15][C:14]([F:17])=[CH:13][CH:12]=3)[CH:10]=2)[CH:7]=1.CC(C)([O-])C.[Na+].C(=[NH:37])(C1C=CC=CC=1)C1C=CC=CC=1.C1(P(C2C=CC=CC=2)C2C=CC3C(=CC=CC=3)C=2C2C3C(=CC=CC=3)C=CC=2P(C2C=CC=CC=2)C2C=CC=CC=2)C=CC=CC=1.Cl. (2) Given the product [OH:2][C:3]1[CH:11]=[CH:10][C:9]2[C:5](=[CH:6][N:7]([C:12]3[CH:13]=[CH:14][C:15]([O:16][CH2:17][C@@H:18]([NH:20][C:21](=[O:23])[CH3:22])[CH3:19])=[CH:24][CH:25]=3)[N:8]=2)[CH:4]=1, predict the reactants needed to synthesize it. The reactants are: C[O:2][C:3]1[CH:11]=[CH:10][C:9]2[C:5](=[CH:6][N:7]([C:12]3[CH:25]=[CH:24][C:15]([O:16][CH2:17][C@@H:18]([NH:20][C:21](=[O:23])[CH3:22])[CH3:19])=[CH:14][CH:13]=3)[N:8]=2)[CH:4]=1.BrB(Br)Br.C(=O)([O-])O.[Na+]. (3) Given the product [C:14]([CH2:16][C:17]([NH:6][C:5]1[CH:7]=[C:8]([O:12][CH3:13])[C:9]([O:10][CH3:11])=[C:3]([O:2][CH3:1])[CH:4]=1)=[O:18])#[N:15], predict the reactants needed to synthesize it. The reactants are: [CH3:1][O:2][C:3]1[CH:4]=[C:5]([CH:7]=[C:8]([O:12][CH3:13])[C:9]=1[O:10][CH3:11])[NH2:6].[C:14]([CH2:16][C:17](O)=[O:18])#[N:15].C(N=C=NC(C)C)(C)C. (4) Given the product [NH2:24][C:21]1[S:20][C:19]([O:18][C:4]2[CH:3]=[C:2]([Cl:1])[C:10]3[CH:9]([CH2:11][C:12]([O:14][CH2:15][CH3:16])=[O:13])[O:8][B:7]([OH:17])[C:6]=3[CH:5]=2)=[N:23][N:22]=1, predict the reactants needed to synthesize it. The reactants are: [Cl:1][C:2]1[C:10]2[CH:9]([CH2:11][C:12]([O:14][CH2:15][CH3:16])=[O:13])[O:8][B:7]([OH:17])[C:6]=2[CH:5]=[C:4]([O:18][C:19]2[S:20][C:21]([N+:24]([O-])=O)=[N:22][N:23]=2)[CH:3]=1. (5) Given the product [NH2:1][C:2]1[C:3]([C:14]([OH:16])=[O:15])=[N:4][C:5]([CH:8]2[CH2:13][CH2:12][CH2:11][CH2:10][CH2:9]2)=[CH:6][CH:7]=1, predict the reactants needed to synthesize it. The reactants are: [NH2:1][C:2]1[C:3]([C:14]([O:16]C)=[O:15])=[N:4][C:5]([CH:8]2[CH2:13][CH2:12][CH2:11][CH2:10][CH2:9]2)=[CH:6][CH:7]=1.[Li+].[OH-].Cl. (6) Given the product [Cl:1][C:2]1[CH:43]=[CH:42][C:5]2[NH:6][C:7](=[O:32])[CH:8]([CH2:21][C:22]3[CH:31]=[CH:30][C:29]4[C:24](=[CH:25][CH:26]=[CH:27][CH:28]=4)[CH:23]=3)[N:9]=[C:10]([N:11]3[CH2:12][CH2:13][C:14](=[O:15])[CH2:19][CH2:20]3)[C:4]=2[CH:3]=1, predict the reactants needed to synthesize it. The reactants are: [Cl:1][C:2]1[CH:43]=[CH:42][C:5]2[N:6](CC3C=CC(OC)=CC=3)[C:7](=[O:32])[CH:8]([CH2:21][C:22]3[CH:31]=[CH:30][C:29]4[C:24](=[CH:25][CH:26]=[CH:27][CH:28]=4)[CH:23]=3)[N:9]=[C:10]([N:11]3[CH2:20][CH2:19][C:14]4(OCC[O:15]4)[CH2:13][CH2:12]3)[C:4]=2[CH:3]=1.Cl. (7) Given the product [Cl:33][C:28]1[CH:27]=[C:26]([CH:31]=[CH:30][C:29]=1[F:32])[CH2:25][N:22]1[CH:21]=[C:20]([CH3:34])[C:11]2[N:12]3[CH2:17][CH2:16][N:15]([CH3:18])[C:14](=[O:19])[C:13]3=[C:9]([OH:8])[C:10]=2[C:23]1=[O:24], predict the reactants needed to synthesize it. The reactants are: C([O:8][C:9]1[C:10]2[C:23](=[O:24])[N:22]([CH2:25][C:26]3[CH:31]=[CH:30][C:29]([F:32])=[C:28]([Cl:33])[CH:27]=3)[CH:21]=[C:20]([CH3:34])[C:11]=2[N:12]2[CH2:17][CH2:16][N:15]([CH3:18])[C:14](=[O:19])[C:13]=12)C1C=CC=CC=1.C(O)C.